Dataset: Full USPTO retrosynthesis dataset with 1.9M reactions from patents (1976-2016). Task: Predict the reactants needed to synthesize the given product. (1) The reactants are: Cl.[NH2:2][CH2:3][C@@H:4]([C:6]1[C:14]2[S:13][C:12](=[O:15])[NH:11][C:10]=2[C:9]([O:16][CH2:17][C:18]2[CH:23]=[CH:22][CH:21]=[CH:20][CH:19]=2)=[CH:8][CH:7]=1)[OH:5].[CH2:24]([N:28]([CH2:42][CH:43]=O)[C:29](=[O:41])[CH2:30][CH2:31][O:32][CH2:33][CH2:34][C:35]1[CH:40]=[CH:39][CH:38]=[CH:37][CH:36]=1)[CH2:25][CH2:26][CH3:27].C([BH3-])#N.[Na+]. Given the product [CH2:17]([O:16][C:9]1[C:10]2[NH:11][C:12](=[O:15])[S:13][C:14]=2[C:6]([CH:4]([OH:5])[CH2:3][NH:2][CH2:43][CH2:42][N:28]([CH2:24][CH2:25][CH2:26][CH3:27])[C:29](=[O:41])[CH2:30][CH2:31][O:32][CH2:33][CH2:34][C:35]2[CH:36]=[CH:37][CH:38]=[CH:39][CH:40]=2)=[CH:7][CH:8]=1)[C:18]1[CH:19]=[CH:20][CH:21]=[CH:22][CH:23]=1, predict the reactants needed to synthesize it. (2) Given the product [ClH:32].[ClH:32].[OH:1][CH2:2][CH2:3][NH:4][CH2:12][CH2:13][N:14]1[CH2:19][CH2:18][S:17][C:16]2[CH:20]=[C:21]([NH:24][C:25]([C:27]3[S:28][CH:29]=[CH:30][CH:31]=3)=[NH:26])[CH:22]=[CH:23][C:15]1=2, predict the reactants needed to synthesize it. The reactants are: [OH:1][CH2:2][CH2:3][N:4]([CH2:12][CH2:13][N:14]1[CH2:19][CH2:18][S:17][C:16]2[CH:20]=[C:21]([NH:24][C:25]([C:27]3[S:28][CH:29]=[CH:30][CH:31]=3)=[NH:26])[CH:22]=[CH:23][C:15]1=2)C(=O)OC(C)(C)C.[ClH:32]. (3) Given the product [F:11][C:9]1[CH:8]=[CH:7][C:3]([C:4]([OH:6])=[O:5])=[C:2]([SH:23])[CH:10]=1, predict the reactants needed to synthesize it. The reactants are: N[C:2]1[CH:10]=[C:9]([F:11])[CH:8]=[CH:7][C:3]=1[C:4]([OH:6])=[O:5].[OH-].[Na+].N([O-])=O.[Na+].Cl.C(OC([S-])=[S:23])C.[K+]. (4) The reactants are: [C:1]([OH:12])(=[O:11])[C:2]1[C:3](=[CH:7][CH:8]=[CH:9][CH:10]=1)[C:4]([OH:6])=[O:5].COC(=O)[O-].[CH3:18][NH+:19]1[CH2:23][CH:22]([CH3:24])[N:21]([CH3:25])[CH:20]1[CH3:26]. Given the product [C:1]([O-:12])(=[O:11])[C:2]1[C:3](=[CH:7][CH:8]=[CH:9][CH:10]=1)[C:4]([O-:6])=[O:5].[CH3:18][NH+:19]1[CH2:23][CH:22]([CH3:24])[N:21]([CH3:25])[CH:20]1[CH3:26].[CH3:18][NH+:19]1[CH2:23][CH:22]([CH3:24])[N:21]([CH3:25])[CH:20]1[CH3:26], predict the reactants needed to synthesize it. (5) Given the product [CH:27]1([C:25]([NH:24][C:22]2[N:23]=[C:18]3[CH:17]=[CH:16][C:15]([O:14][C:13]4[CH:30]=[CH:31][C:32]([CH3:33])=[C:11]([NH:10][C:7]([C:5]5[N:6]=[C:2]([CH3:1])[S:3][CH:4]=5)=[O:9])[CH:12]=4)=[N:20][N:19]3[CH:21]=2)=[O:26])[CH2:28][CH2:29]1, predict the reactants needed to synthesize it. The reactants are: [CH3:1][C:2]1[S:3][CH:4]=[C:5]([C:7]([OH:9])=O)[N:6]=1.[NH2:10][C:11]1[CH:12]=[C:13]([CH:30]=[CH:31][C:32]=1[CH3:33])[O:14][C:15]1[CH:16]=[CH:17][C:18]2[N:19]([CH:21]=[C:22]([NH:24][C:25]([CH:27]3[CH2:29][CH2:28]3)=[O:26])[N:23]=2)[N:20]=1.ON1C2C=CC=CC=2N=N1.Cl.C(N=C=NCCCN(C)C)C.C(N(CC)CC)C.